This data is from Catalyst prediction with 721,799 reactions and 888 catalyst types from USPTO. The task is: Predict which catalyst facilitates the given reaction. (1) Reactant: [CH2:1]1[N:17]2[C:18]3[C:10]([C:11]4[CH2:12][CH2:13][CH2:14][CH2:15][C:16]=42)=[CH:9][CH:8]=[CH:7][C:6]=3[CH2:5][CH2:4][NH:3][CH2:2]1.C([BH3-])#N.[Na+]. Product: [CH2:1]1[N:17]2[C:18]3[C:10]([CH:11]4[CH:16]2[CH2:15][CH2:14][CH2:13][CH2:12]4)=[CH:9][CH:8]=[CH:7][C:6]=3[CH2:5][CH2:4][NH:3][CH2:2]1. The catalyst class is: 15. (2) Reactant: [Br:1][C:2]1[CH:3]=[C:4]([F:23])[C:5]([CH3:22])=[C:6]([C:8]2[C:9](=[O:21])[NH:10][C:11]3([CH2:18][CH2:17][N:16]([O:19][CH3:20])[CH2:15][CH2:14]3)[C:12]=2[OH:13])[CH:7]=1.Cl[C:25]([O:27][CH2:28][CH3:29])=[O:26].N1C=CC=CC=1.Cl. Product: [CH2:28]([O:27][C:25](=[O:26])[O:13][C:12]1[C:11]2([CH2:18][CH2:17][N:16]([O:19][CH3:20])[CH2:15][CH2:14]2)[NH:10][C:9](=[O:21])[C:8]=1[C:6]1[CH:7]=[C:2]([Br:1])[CH:3]=[C:4]([F:23])[C:5]=1[CH3:22])[CH3:29]. The catalyst class is: 10. (3) Reactant: Cl.[F:2][C:3]1[CH:8]=[C:7]([F:9])[CH:6]=[CH:5][C:4]=1[N:10]1[CH:14]([C:15]2[CH:20]=[C:19]([C:21]3[CH2:22][CH2:23][NH:24][CH2:25][CH:26]=3)[CH:18]=[CH:17][N:16]=2)[CH2:13][C:12]([C:27]([F:33])([F:32])[C:28]([F:31])([F:30])[F:29])=[N:11]1.C(N(CC)CC)C.[CH3:41][S:42](Cl)(=[O:44])=[O:43]. Product: [F:2][C:3]1[CH:8]=[C:7]([F:9])[CH:6]=[CH:5][C:4]=1[N:10]1[CH:14]([C:15]2[CH:20]=[C:19]([C:21]3[CH2:22][CH2:23][N:24]([S:42]([CH3:41])(=[O:44])=[O:43])[CH2:25][CH:26]=3)[CH:18]=[CH:17][N:16]=2)[CH2:13][C:12]([C:27]([F:32])([F:33])[C:28]([F:30])([F:31])[F:29])=[N:11]1. The catalyst class is: 4. (4) The catalyst class is: 12. Product: [Cl:1][C:2]1[CH:7]=[C:6]([C:21]2[CH:22]=[C:23]3[C:27](=[CH:28][CH:29]=2)[NH:26][N:25]=[CH:24]3)[N:5]=[C:4]2[N:9]([CH3:12])[N:10]=[CH:11][C:3]=12. Reactant: [Cl:1][C:2]1[CH:7]=[C:6](Cl)[N:5]=[C:4]2[N:9]([CH3:12])[N:10]=[CH:11][C:3]=12.CC1(C)C(C)(C)OB([C:21]2[CH:22]=[C:23]3[C:27](=[CH:28][CH:29]=2)[NH:26][N:25]=[CH:24]3)O1.C([O-])(=O)C.[K+]. (5) Reactant: Br[C:2]1[C:3]([NH2:9])=[N:4][CH:5]=[C:6]([Br:8])[N:7]=1.Cl.[O:11]1[CH2:16][CH2:15][CH:14]([NH2:17])[CH2:13][CH2:12]1.C(N(CC)C(C)C)(C)C. Product: [Br:8][C:6]1[N:7]=[C:2]([NH:17][CH:14]2[CH2:15][CH2:16][O:11][CH2:12][CH2:13]2)[C:3]([NH2:9])=[N:4][CH:5]=1. The catalyst class is: 51. (6) Reactant: [C:1]([Br:5])(Br)(Br)[Br:2].C1(P(C2C=CC=CC=2)C2C=CC=CC=2)C=CC=CC=1.O=[CH:26]/[CH:27]=[CH:28]/[C:29]([O:31][CH2:32][CH3:33])=[O:30].O. Product: [Br:2][C:1]([Br:5])=[CH:26]/[CH:27]=[CH:28]/[C:29]([O:31][CH2:32][CH3:33])=[O:30]. The catalyst class is: 4. (7) Reactant: COC1C=C(C=C(OC)C=1)CC1C2C(=CC=CC=2CCC2C=CC(C(O)=O)=CC=2)CC=1.[CH3:32][O:33][C:34]1[CH:35]=[C:36]([CH:59]=[C:60]([O:62][CH3:63])[CH:61]=1)[CH2:37][C:38]1[C:46]2[C:41](=[CH:42][CH:43]=[CH:44][C:45]=2[O:47][CH2:48][C:49]2[CH:58]=[CH:57][C:52]([C:53]([O:55]C)=[O:54])=[CH:51][CH:50]=2)[CH2:40][CH:39]=1.[Li+].[OH-]. Product: [CH3:63][O:62][C:60]1[CH:59]=[C:36]([CH:35]=[C:34]([O:33][CH3:32])[CH:61]=1)/[CH:37]=[C:38]1\[CH2:39][CH2:40][C:41]2[C:46]\1=[C:45]([O:47][CH2:48][C:49]1[CH:50]=[CH:51][C:52]([C:53]([OH:55])=[O:54])=[CH:57][CH:58]=1)[CH:44]=[CH:43][CH:42]=2. The catalyst class is: 1. (8) Reactant: [NH:1]1[C:9]2[C:4](=[CH:5][CH:6]=[CH:7][CH:8]=2)[CH:3]=[CH:2]1.[C:10]([O:14][CH3:15])(=[O:13])[CH:11]=[CH2:12].C1CCN2C(=NCCC2)CC1. Product: [N:1]1([CH2:12][CH2:11][C:10]([O:14][CH3:15])=[O:13])[C:9]2[C:4](=[CH:5][CH:6]=[CH:7][CH:8]=2)[CH:3]=[CH:2]1. The catalyst class is: 23. (9) Reactant: [C:1]([NH:20][C@@H:21]([CH2:25][CH3:26])[C:22](=[O:24])[CH3:23])([C:14]1[CH:19]=[CH:18][CH:17]=[CH:16][CH:15]=1)([C:8]1[CH:13]=[CH:12][CH:11]=[CH:10][CH:9]=1)[C:2]1[CH:7]=[CH:6][CH:5]=[CH:4][CH:3]=1.[CH3:27][Mg]I.O. Product: [CH3:23][C:22]([OH:24])([C@@H:21]([NH:20][C:1]([C:8]1[CH:13]=[CH:12][CH:11]=[CH:10][CH:9]=1)([C:14]1[CH:15]=[CH:16][CH:17]=[CH:18][CH:19]=1)[C:2]1[CH:7]=[CH:6][CH:5]=[CH:4][CH:3]=1)[CH2:25][CH3:26])[CH3:27]. The catalyst class is: 28. (10) Reactant: Cl[C:2]1[NH:3][C:4](=[O:13])[C:5]2[CH:11]=[C:10]([Cl:12])[CH:9]=[N:8][C:6]=2[N:7]=1.[O:14]([CH2:21][CH2:22][CH2:23][OH:24])[C:15]1[CH:20]=[CH:19][CH:18]=[CH:17][CH:16]=1.CC([O-])(C)C.[K+]. Product: [Cl:12][C:10]1[CH:9]=[N:8][C:6]2[N:7]=[C:2]([O:24][CH2:23][CH2:22][CH2:21][O:14][C:15]3[CH:20]=[CH:19][CH:18]=[CH:17][CH:16]=3)[NH:3][C:4](=[O:13])[C:5]=2[CH:11]=1. The catalyst class is: 16.